This data is from Forward reaction prediction with 1.9M reactions from USPTO patents (1976-2016). The task is: Predict the product of the given reaction. (1) Given the reactants COC1C=CC(C[N:8]2[CH:12]=[C:11]([C:13](=[O:25])/[CH:14]=[CH:15]/[C:16]3[CH:21]=[CH:20][C:19]([N+:22]([O-:24])=[O:23])=[CH:18][CH:17]=3)[N:10]=[N:9]2)=CC=1, predict the reaction product. The product is: [N+:22]([C:19]1[CH:18]=[CH:17][C:16](/[CH:15]=[CH:14]/[C:13]([C:11]2[N:10]=[N:9][NH:8][CH:12]=2)=[O:25])=[CH:21][CH:20]=1)([O-:24])=[O:23]. (2) Given the reactants CCCCCCC.C([O:15][C@@H:16]1[C@@H:21]([O:22]CC2C=CC=CC=2)[C@H:20]([O:30]CC2C=CC=CC=2)[C@@H:19]([CH2:38][O:39]CC2C=CC=CC=2)[O:18][C@H:17]1[C:47]1[CH:52]=[CH:51][CH:50]=[C:49]([CH2:53][C:54]2[S:55][C:56]3[CH:62]=[CH:61][CH:60]=[CH:59][C:57]=3[CH:58]=2)[CH:48]=1)C1C=CC=CC=1.CC1C(C)=C(C)C(C)=C(C)C=1.CO, predict the reaction product. The product is: [S:55]1[C:56]2[CH:62]=[CH:61][CH:60]=[CH:59][C:57]=2[CH:58]=[C:54]1[CH2:53][C:49]1[CH:48]=[C:47]([C@@H:17]2[O:18][C@H:19]([CH2:38][OH:39])[C@@H:20]([OH:30])[C@H:21]([OH:22])[C@H:16]2[OH:15])[CH:52]=[CH:51][CH:50]=1. (3) Given the reactants [N:1]1[CH:6]=[CH:5][C:4]([C:7](=O)[CH2:8][C:9]([O:11]CC)=O)=[N:3][CH:2]=1.N1C=CC(C(=O)CC(OCC)=O)=CC=1.[NH2:29][C:30]1[CH:34]([N:35]2[C:43](=[O:44])[C:42]3[C:37](=[CH:38][CH:39]=[CH:40][CH:41]=3)[C:36]2=[O:45])[CH2:33][CH2:32][N:31]=1, predict the reaction product. The product is: [O:11]=[C:9]1[N:31]2[CH2:32][CH2:33][CH:34]([N:35]3[C:43](=[O:44])[C:42]4[C:37](=[CH:38][CH:39]=[CH:40][CH:41]=4)[C:36]3=[O:45])[C:30]2=[N:29][C:7]([C:4]2[CH:5]=[CH:6][N:1]=[CH:2][N:3]=2)=[CH:8]1. (4) Given the reactants [OH:1][C:2]1[CH:9]=[CH:8][C:5]([CH:6]=O)=[CH:4][CH:3]=1.[CH3:10][C:11](=[O:14])[CH2:12][CH3:13].Cl, predict the reaction product. The product is: [OH:1][C:2]1[CH:9]=[CH:8][C:5]([CH:6]=[CH:10][C:11](=[O:14])[CH2:12][CH3:13])=[CH:4][CH:3]=1. (5) Given the reactants C([O:8][C:9]1[CH:10]=[C:11]([CH2:24][C:25]([NH2:27])=[O:26])[CH:12]=[CH:13][C:14]=1[CH2:15][C:16]1[CH:21]=[CH:20][C:19]([CH2:22][CH3:23])=[CH:18][CH:17]=1)C1C=CC=CC=1, predict the reaction product. The product is: [CH2:22]([C:19]1[CH:20]=[CH:21][C:16]([CH2:15][C:14]2[CH:13]=[CH:12][C:11]([CH2:24][C:25]([NH2:27])=[O:26])=[CH:10][C:9]=2[OH:8])=[CH:17][CH:18]=1)[CH3:23]. (6) Given the reactants Br[C:2]1[CH:3]=[CH:4][C:5]([C:10]([N:12]2[CH2:17][CH2:16][N:15]([C:18]3[C:23]([CH3:24])=[CH:22][C:21]([CH:25]4[CH2:27][CH2:26]4)=[CH:20][N:19]=3)[CH2:14][CH2:13]2)=[O:11])=[C:6]([CH:9]=1)[C:7]#[N:8].[S:28]1(=[O:35])(=[O:34])[CH2:33][CH2:32][CH2:31][CH2:30][NH:29]1, predict the reaction product. The product is: [CH:25]1([C:21]2[CH:22]=[C:23]([CH3:24])[C:18]([N:15]3[CH2:16][CH2:17][N:12]([C:10]([C:5]4[CH:4]=[CH:3][C:2]([N:29]5[CH2:30][CH2:31][CH2:32][CH2:33][S:28]5(=[O:35])=[O:34])=[CH:9][C:6]=4[C:7]#[N:8])=[O:11])[CH2:13][CH2:14]3)=[N:19][CH:20]=2)[CH2:27][CH2:26]1. (7) Given the reactants [C:1]([O:4][C@H:5]1[CH2:10][CH2:9][C@@:8]([C@H:12]2[CH2:20][CH2:19][C@@:18]3([CH3:21])[C@@H:14]([CH2:15][CH2:16][C:17]3=[CH2:22])[C@@H:13]2[CH2:23][N:24]=[N+:25]=[N-:26])([CH3:11])[C@@H:7]([CH2:27]OS(C)(=O)=O)[CH2:6]1)(=[O:3])[CH3:2].[N-:33]=[N+:34]=[N-:35].[Na+], predict the reaction product. The product is: [C:1]([O:4][C@H:5]1[CH2:10][CH2:9][C@@:8]([C@H:12]2[CH2:20][CH2:19][C@@:18]3([CH3:21])[C@@H:14]([CH2:15][CH2:16][C:17]3=[CH2:22])[C@@H:13]2[CH2:23][N:24]=[N+:25]=[N-:26])([CH3:11])[C@@H:7]([CH2:27][N:33]=[N+:34]=[N-:35])[CH2:6]1)(=[O:3])[CH3:2]. (8) Given the reactants [H-].[Na+].[C:3]([O:11][CH2:12][CH3:13])(=[O:10])[CH2:4][C:5](OCC)=O.ClC1[C:20]([Cl:21])=[CH:19][CH:18]=[CH:17][N:16]=1, predict the reaction product. The product is: [Cl:21][C:20]1[C:5]([CH2:4][C:3]([O:11][CH2:12][CH3:13])=[O:10])=[N:16][CH:17]=[CH:18][CH:19]=1.